From a dataset of Catalyst prediction with 721,799 reactions and 888 catalyst types from USPTO. Predict which catalyst facilitates the given reaction. The catalyst class is: 5. Reactant: C[O:2][C:3](=[O:26])[C:4]1[CH:9]=[CH:8][C:7]([C:10]2[S:11][C:12]([CH3:25])=[C:13]([CH:15]3[C:21](=[O:22])[CH:20]4[CH2:23][CH:17]([CH2:18][CH2:19]4)[C:16]3=[O:24])[CH:14]=2)=[CH:6][CH:5]=1.[OH-].[Li+].Cl. Product: [O:24]=[C:16]1[CH:15]([C:13]2[CH:14]=[C:10]([C:7]3[CH:8]=[CH:9][C:4]([C:3]([OH:26])=[O:2])=[CH:5][CH:6]=3)[S:11][C:12]=2[CH3:25])[C:21](=[O:22])[CH:20]2[CH2:23][CH:17]1[CH2:18][CH2:19]2.